From a dataset of TCR-epitope binding with 47,182 pairs between 192 epitopes and 23,139 TCRs. Binary Classification. Given a T-cell receptor sequence (or CDR3 region) and an epitope sequence, predict whether binding occurs between them. (1) The epitope is YEGNSPFHPL. The TCR CDR3 sequence is CASAQIGPYEQYF. Result: 0 (the TCR does not bind to the epitope). (2) The epitope is LLFNKVTLA. The TCR CDR3 sequence is CASSEGSSGAYEQYF. Result: 1 (the TCR binds to the epitope). (3) The epitope is NEGVKAAW. The TCR CDR3 sequence is CASTLGPGSYEQYF. Result: 1 (the TCR binds to the epitope). (4) The epitope is QECVRGTTVL. The TCR CDR3 sequence is CSACAAPTGELFF. Result: 0 (the TCR does not bind to the epitope). (5) The epitope is FLRGRAYGL. The TCR CDR3 sequence is CASSLGVAGTNTGELFF. Result: 0 (the TCR does not bind to the epitope). (6) The epitope is YLNTLTLAV. The TCR CDR3 sequence is CASSLGQGLGSNQPQHF. Result: 1 (the TCR binds to the epitope). (7) The TCR CDR3 sequence is CASSPLAGAAYEQYF. The epitope is SEETGTLIV. Result: 1 (the TCR binds to the epitope).